This data is from Cav3 T-type calcium channel HTS with 100,875 compounds. The task is: Binary Classification. Given a drug SMILES string, predict its activity (active/inactive) in a high-throughput screening assay against a specified biological target. (1) The compound is ClC1=C(N2CCN(CC2)C)C(=O)N(C2CCCCC2)C1=O. The result is 0 (inactive). (2) The compound is O1C(OCC)C(C(C=C1C(OCC=C)=O)c1ccccc1)CCCO. The result is 0 (inactive). (3) The drug is S(=O)(=O)(N(CC(=O)Nc1ccc(cc1)C)C)c1c2nsnc2ccc1. The result is 0 (inactive).